This data is from Aqueous solubility values for 9,982 compounds from the AqSolDB database. The task is: Regression/Classification. Given a drug SMILES string, predict its absorption, distribution, metabolism, or excretion properties. Task type varies by dataset: regression for continuous measurements (e.g., permeability, clearance, half-life) or binary classification for categorical outcomes (e.g., BBB penetration, CYP inhibition). For this dataset (solubility_aqsoldb), we predict Y. (1) The compound is CCCCC(CC)COC(=O)CC#N. The Y is -3.29 log mol/L. (2) The compound is Cc1cc(C2CCCCC2)n(O)c(=O)c1.NCCO. The Y is -0.933 log mol/L. (3) The compound is C/C=C/CC. The Y is -2.54 log mol/L. (4) The compound is CCCc1c(O)n2c(N(C)C)nc3ccc(C)cc3n2c1=O. The Y is -3.63 log mol/L. (5) The compound is O=C(O)c1ccc(O)c(C(=O)O)c1. The Y is -1.78 log mol/L. (6) The molecule is CCOP(=S)(OCC)O/N=C(\C#N)c1ccccc1Cl. The Y is -5.29 log mol/L.